From a dataset of Reaction yield outcomes from USPTO patents with 853,638 reactions. Predict the reaction yield, written as a fraction of the theoretical maximum amount of product (1.0 means a 100% yield; for example, 0.34 means a 34% yield). (1) The reactants are [C:1]([O:4][CH2:5][C@@H:6]1[C@@H:11]([O:12][C:13](=[O:15])[CH3:14])[C@H:10]([O:16][C:17](=[O:19])[CH3:18])[C@@H:9]([O:20][C:21](=[O:23])[CH3:22])[C@H:8]([N:24]2[C:32]3[C:27](=[C:28]([CH3:33])[CH:29]=[CH:30][CH:31]=3)[CH:26]=[CH:25]2)[O:7]1)(=[O:3])[CH3:2].ClCCl.Br[C:38]1[CH:46]=[CH:45][C:41]([C:42](Cl)=[O:43])=[CH:40][CH:39]=1.[Cl-].[Cl-].[Cl-].[Al+3].[OH2:51]. The catalyst is C(Cl)(Cl)Cl. The product is [C:1]([O:4][CH2:5][C@@H:6]1[C@@H:11]([O:12][C:13](=[O:15])[CH3:14])[C@H:10]([O:16][C:17](=[O:19])[CH3:18])[C@@H:9]([O:20][C:21](=[O:23])[CH3:22])[C@H:8]([N:24]2[C:32]3[C:27](=[C:28]([CH3:33])[CH:29]=[CH:30][CH:31]=3)[C:26]([C:42](=[O:43])[C:41]3[CH:45]=[CH:46][C:38]([OH:51])=[CH:39][CH:40]=3)=[CH:25]2)[O:7]1)(=[O:3])[CH3:2]. The yield is 0.461. (2) The reactants are Br[C:2]1[C:11]2[C:6](=[CH:7][C:8]([C:12]3[CH:17]=[CH:16][C:15]([OH:18])=[CH:14][CH:13]=3)=[CH:9][CH:10]=2)[CH:5]=[CH:4][C:3]=1[OH:19].[CH3:20][O-:21].[Na+].Cl. The catalyst is CN(C=O)C. The product is [OH:18][C:15]1[CH:16]=[CH:17][C:12]([C:8]2[CH:7]=[C:6]3[C:11](=[CH:10][CH:9]=2)[C:2]([O:21][CH3:20])=[C:3]([OH:19])[CH:4]=[CH:5]3)=[CH:13][CH:14]=1. The yield is 0.890. (3) The reactants are COC[O:4][C:5]1[CH:10]=[CH:9][CH:8]=[CH:7][C:6]=1[CH2:11][CH2:12][CH2:13][CH2:14][N:15]1[CH2:19][CH2:18][CH:17]([S:20]([C:23]2[CH:28]=[CH:27][C:26]([OH:29])=[CH:25][CH:24]=2)(=[O:22])=[O:21])[CH2:16]1.Cl.CCOCC. The catalyst is CC(O)C. The product is [OH:4][C:5]1[CH:10]=[CH:9][CH:8]=[CH:7][C:6]=1[CH2:11][CH2:12][CH2:13][CH2:14][N:15]1[CH2:19][CH2:18][CH:17]([S:20]([C:23]2[CH:28]=[CH:27][C:26]([OH:29])=[CH:25][CH:24]=2)(=[O:22])=[O:21])[CH2:16]1. The yield is 0.560. (4) The reactants are [C-]#N.[K+].[Cl-].[Cs+].CC(C)(O)[C:8]#[N:9].[C:12]([O:16][C:17](=[O:41])[C:18]1[CH:23]=[CH:22][C:21]([C:24](=[O:39])/[CH:25]=[C:26](\[C:31]2[CH:36]=[C:35]([Cl:37])[CH:34]=[C:33]([Cl:38])[CH:32]=2)/[C:27]([F:30])([F:29])[F:28])=[CH:20][C:19]=1[CH3:40])([CH3:15])([CH3:14])[CH3:13]. The catalyst is C1(C)C=CC=CC=1.O. The product is [C:12]([O:16][C:17](=[O:41])[C:18]1[CH:23]=[CH:22][C:21]([C:24](=[O:39])[CH2:25][C@:26]([C:8]#[N:9])([C:31]2[CH:36]=[C:35]([Cl:37])[CH:34]=[C:33]([Cl:38])[CH:32]=2)[C:27]([F:28])([F:30])[F:29])=[CH:20][C:19]=1[CH3:40])([CH3:15])([CH3:14])[CH3:13]. The yield is 0.790. (5) The reactants are [Cl:1][C:2]1[CH:3]=[CH:4][C:5]([O:28][CH2:29][CH:30]([CH3:32])[CH3:31])=[C:6]([CH2:8][N:9]2[C:13]([CH3:14])=[CH:12][C:11]([C:15]([NH:17][C:18]3[CH:23]=[CH:22][C:21]([CH:24]=O)=[CH:20][C:19]=3[O:26][CH3:27])=[O:16])=[N:10]2)[CH:7]=1.[NH:33]1[CH2:37][CH2:36][CH2:35][CH2:34]1.C(O[BH-](OC(=O)C)OC(=O)C)(=O)C.[Na+].C(OCC)(=O)C. The catalyst is O1CCCC1.[Cl-].[Na+].O. The product is [ClH:1].[Cl:1][C:2]1[CH:3]=[CH:4][C:5]([O:28][CH2:29][CH:30]([CH3:32])[CH3:31])=[C:6]([CH2:8][N:9]2[C:13]([CH3:14])=[CH:12][C:11]([C:15]([NH:17][C:18]3[CH:23]=[CH:22][C:21]([CH2:24][N:33]4[CH2:37][CH2:36][CH2:35][CH2:34]4)=[CH:20][C:19]=3[O:26][CH3:27])=[O:16])=[N:10]2)[CH:7]=1. The yield is 0.460.